Task: Predict the product of the given reaction.. Dataset: Forward reaction prediction with 1.9M reactions from USPTO patents (1976-2016) (1) Given the reactants [Cl:1][C:2]1[CH:7]=[CH:6][C:5]([CH2:8][CH2:9][NH2:10])=[CH:4][CH:3]=1.[CH:11]1([C:17](Cl)=[O:18])[CH2:16][CH2:15][CH2:14][CH2:13][CH2:12]1, predict the reaction product. The product is: [Cl:1][C:2]1[CH:7]=[CH:6][C:5]([CH2:8][CH2:9][NH:10][C:17]([CH:11]2[CH2:16][CH2:15][CH2:14][CH2:13][CH2:12]2)=[O:18])=[CH:4][CH:3]=1. (2) Given the reactants Br[C:2]1[N:3]=[C:4]2[CH:10]=[CH:9][N:8]([CH2:11][O:12][CH2:13][CH2:14][Si:15]([CH3:18])([CH3:17])[CH3:16])[C:5]2=[N:6][CH:7]=1.C(C1CCCCN1C)C#C.[CH2:29]1[CH2:39][CH2:38][N:37]2[C:32](=N[CH2:34][CH2:35][CH2:36]2)[CH2:31][CH2:30]1, predict the reaction product. The product is: [CH3:31][CH:32]1[CH2:30][CH2:29][CH2:39][CH2:38][N:37]1[CH2:36][C:35]#[C:34][C:2]1[N:3]=[C:4]2[CH:10]=[CH:9][N:8]([CH2:11][O:12][CH2:13][CH2:14][Si:15]([CH3:18])([CH3:17])[CH3:16])[C:5]2=[N:6][CH:7]=1. (3) Given the reactants CC1(C)C(C)(C)OB([C:9]2[CH:21]=[CH:20][C:19]3[C:18]4[C:13](=[CH:14][CH:15]=[CH:16][CH:17]=4)[NH:12][C:11]=3[CH:10]=2)O1.Cl[C:24]1[CH:29]=[C:28]([C:30]2[CH:35]=[CH:34][CH:33]=[CH:32][CH:31]=2)[CH:27]=[CH:26][N:25]=1.C1(P(C2CCCCC2)C2CCCCC2)CCCCC1.[O-]P([O-])([O-])=O.[K+].[K+].[K+], predict the reaction product. The product is: [C:30]1([C:28]2[CH:29]=[CH:24][N:25]=[C:26]([C:9]3[CH:21]=[CH:20][C:19]4[C:18]5[C:13](=[CH:14][CH:15]=[CH:16][CH:17]=5)[NH:12][C:11]=4[CH:10]=3)[CH:27]=2)[CH:31]=[CH:32][CH:33]=[CH:34][CH:35]=1. (4) Given the reactants C(N(S(F)(F)[F:7])CC)C.[CH2:10]([N:17]([CH2:25][C:26]1[CH:31]=[CH:30][CH:29]=[CH:28][CH:27]=1)[CH2:18][CH2:19][CH2:20][C:21]([CH3:24])(O)[CH3:22])[C:11]1[CH:16]=[CH:15][CH:14]=[CH:13][CH:12]=1, predict the reaction product. The product is: [CH2:10]([N:17]([CH2:25][C:26]1[CH:31]=[CH:30][CH:29]=[CH:28][CH:27]=1)[CH2:18][CH2:19][CH2:20][C:21]([F:7])([CH3:24])[CH3:22])[C:11]1[CH:16]=[CH:15][CH:14]=[CH:13][CH:12]=1. (5) Given the reactants ClC1N=[N:4][C:5]([CH2:8][C:9]2[CH:14]=[C:13]([C@H:15]3[C@H:20]([O:21][CH2:22][C:23]4[CH:28]=[CH:27][CH:26]=[CH:25][CH:24]=4)[C@@H:19]([O:29][CH2:30][C:31]4[CH:36]=[CH:35][CH:34]=[CH:33][CH:32]=4)[C@H:18]([O:37][CH2:38][C:39]4[CH:44]=[CH:43][CH:42]=[CH:41][CH:40]=4)[C@@H:17]([CH2:45][O:46][CH2:47][C:48]4[CH:53]=[CH:52][CH:51]=[CH:50][CH:49]=4)[O:16]3)[CH:12]=[CH:11][C:10]=2[Cl:54])=CC=1.C([N:58](CC)[CH:59]([CH3:61])[CH3:60])(C)C.C#[C:65][C:66]1[CH:71]=[CH:70][CH:69]=[CH:68][CH:67]=1.O1CCC[CH2:73]1, predict the reaction product. The product is: [Cl:54][C:10]1[CH:11]=[CH:12][C:13]([C@H:15]2[C@H:20]([O:21][CH2:22][C:23]3[CH:28]=[CH:27][CH:26]=[CH:25][CH:24]=3)[C@@H:19]([O:29][CH2:30][C:31]3[CH:36]=[CH:35][CH:34]=[CH:33][CH:32]=3)[C@H:18]([O:37][CH2:38][C:39]3[CH:44]=[CH:43][CH:42]=[CH:41][CH:40]=3)[C@@H:17]([CH2:45][O:46][CH2:47][C:48]3[CH:53]=[CH:52][CH:51]=[CH:50][CH:49]=3)[O:16]2)=[CH:14][C:9]=1[CH2:8][C:5]1[N:4]=[N:58][C:59]([C:60]#[C:65][C:66]2[CH:71]=[CH:70][CH:69]=[CH:68][CH:67]=2)=[CH:61][CH:73]=1. (6) Given the reactants [C:1](Cl)(=[O:10])[C:2]1[CH:7]=[CH:6][C:5]([O:8][CH3:9])=[CH:4][CH:3]=1.[NH2:12][C:13]1[S:17][C:16]([Br:18])=[N:15][C:14]=1[C:19]([O:21][CH2:22][CH3:23])=[O:20], predict the reaction product. The product is: [Br:18][C:16]1[S:17][C:13]([NH:12][C:1](=[O:10])[C:2]2[CH:7]=[CH:6][C:5]([O:8][CH3:9])=[CH:4][CH:3]=2)=[C:14]([C:19]([O:21][CH2:22][CH3:23])=[O:20])[N:15]=1. (7) The product is: [CH3:1][O:2][C:3]1[CH:10]=[CH:9][C:6]([CH2:7][OH:8])=[C:5]([O:11][CH2:12][C:13]2[CH:18]=[C:17]([O:19][CH2:20][CH2:21][CH2:22][CH2:23][CH2:24][CH2:25][CH2:26][CH2:27][CH2:28][CH2:29][CH2:30][CH2:31][CH2:32][CH2:33][CH2:34][CH2:35][CH2:36][CH3:37])[C:16]([O:38][CH2:39][CH2:40][CH2:41][CH2:42][CH2:43][CH2:44][CH2:45][CH2:46][CH2:47][CH2:48][CH2:49][CH2:50][CH2:51][CH2:52][CH2:53][CH2:54][CH2:55][CH3:56])=[C:15]([O:57][CH2:58][CH2:59][CH2:60][CH2:61][CH2:62][CH2:63][CH2:64][CH2:65][CH2:66][CH2:67][CH2:68][CH2:69][CH2:70][CH2:71][CH2:72][CH2:73][CH2:74][CH3:75])[CH:14]=2)[CH:4]=1. Given the reactants [CH3:1][O:2][C:3]1[CH:10]=[CH:9][C:6]([CH:7]=[O:8])=[C:5]([O:11][CH2:12][C:13]2[CH:18]=[C:17]([O:19][CH2:20][CH2:21][CH2:22][CH2:23][CH2:24][CH2:25][CH2:26][CH2:27][CH2:28][CH2:29][CH2:30][CH2:31][CH2:32][CH2:33][CH2:34][CH2:35][CH2:36][CH3:37])[C:16]([O:38][CH2:39][CH2:40][CH2:41][CH2:42][CH2:43][CH2:44][CH2:45][CH2:46][CH2:47][CH2:48][CH2:49][CH2:50][CH2:51][CH2:52][CH2:53][CH2:54][CH2:55][CH3:56])=[C:15]([O:57][CH2:58][CH2:59][CH2:60][CH2:61][CH2:62][CH2:63][CH2:64][CH2:65][CH2:66][CH2:67][CH2:68][CH2:69][CH2:70][CH2:71][CH2:72][CH2:73][CH2:74][CH3:75])[CH:14]=2)[CH:4]=1.[BH4-].[Na+].Cl, predict the reaction product.